Dataset: Forward reaction prediction with 1.9M reactions from USPTO patents (1976-2016). Task: Predict the product of the given reaction. (1) Given the reactants [N:1]([CH2:4][C:5]1[CH2:11][CH2:10][NH:9][C:8]2[N:12]=[CH:13][N:14]=[C:15]([NH:16][C:17]3[CH:22]=[CH:21][C:20]([O:23][C:24]4[CH:29]=[CH:28][CH:27]=[C:26]([C:30]([F:33])([F:32])[F:31])[CH:25]=4)=[C:19]([Cl:34])[CH:18]=3)[C:7]=2[CH:6]=1)=[N+]=[N-].C1(P(C2C=CC=CC=2)C2C=CC=CC=2)C=CC=CC=1, predict the reaction product. The product is: [ClH:34].[ClH:34].[NH2:1][CH2:4][C:5]1[CH2:11][CH2:10][NH:9][C:8]2[N:12]=[CH:13][N:14]=[C:15]([NH:16][C:17]3[CH:22]=[CH:21][C:20]([O:23][C:24]4[CH:29]=[CH:28][CH:27]=[C:26]([C:30]([F:32])([F:33])[F:31])[CH:25]=4)=[C:19]([Cl:34])[CH:18]=3)[C:7]=2[CH:6]=1. (2) Given the reactants [N:1]1[N:5]2[CH2:6][CH2:7][CH2:8][NH:9][CH2:10][C:4]2=[CH:3][C:2]=1[C:11]([O:13][CH2:14][CH3:15])=[O:12].[N:16]1[CH:21]=[CH:20][CH:19]=[CH:18][C:17]=1[C:22]1[S:26][C:25]([C:27](O)=[O:28])=[CH:24][CH:23]=1.F[P-](F)(F)(F)(F)F.C[N+](C)=C(N(C)C)ON1C2N=CC=CC=2N=N1.CN1CCOCC1, predict the reaction product. The product is: [N:16]1[CH:21]=[CH:20][CH:19]=[CH:18][C:17]=1[C:22]1[S:26][C:25]([C:27]([N:9]2[CH2:8][CH2:7][CH2:6][N:5]3[N:1]=[C:2]([C:11]([O:13][CH2:14][CH3:15])=[O:12])[CH:3]=[C:4]3[CH2:10]2)=[O:28])=[CH:24][CH:23]=1. (3) The product is: [F:41][C:35]1[CH:36]=[CH:37][CH:38]=[C:39]([F:40])[C:34]=1[CH:32]1[O:31][N:30]=[C:29]([C:27]2[N:10]=[C:9]([CH:8]3[CH2:7][CH2:6][N:5]([C:12](=[O:24])[CH2:13][N:14]4[C:18]([CH3:19])=[CH:17][C:16]([C:20]([F:22])([F:21])[F:23])=[N:15]4)[CH2:4][CH:3]3[S:2][CH3:1])[S:11][CH:26]=2)[CH2:33]1. Given the reactants [CH3:1][S:2][CH:3]1[CH:8]([C:9](=[S:11])[NH2:10])[CH2:7][CH2:6][N:5]([C:12](=[O:24])[CH2:13][N:14]2[C:18]([CH3:19])=[CH:17][C:16]([C:20]([F:23])([F:22])[F:21])=[N:15]2)[CH2:4]1.Cl[CH2:26][C:27]([C:29]1[CH2:33][CH:32]([C:34]2[C:39]([F:40])=[CH:38][CH:37]=[CH:36][C:35]=2[F:41])[O:31][N:30]=1)=O, predict the reaction product. (4) Given the reactants [Cl:1][C:2]1[CH:7]=[CH:6][C:5]([CH:8]=O)=[CH:4][C:3]=1[NH:10][C:11]([C:13]1[CH:17]=[C:16]([CH3:18])[O:15][N:14]=1)=[O:12].[Cl:19][C:20]1[CH:21]=[C:22]([C@H:26]([NH2:28])[CH3:27])[CH:23]=[CH:24][CH:25]=1.C(O)(=O)C.[BH-](OC(C)=O)(OC(C)=O)OC(C)=O.[Na+], predict the reaction product. The product is: [Cl:1][C:2]1[CH:7]=[CH:6][C:5]([CH2:8][NH:28][C@@H:26]([C:22]2[CH:23]=[CH:24][CH:25]=[C:20]([Cl:19])[CH:21]=2)[CH3:27])=[CH:4][C:3]=1[NH:10][C:11]([C:13]1[CH:17]=[C:16]([CH3:18])[O:15][N:14]=1)=[O:12]. (5) Given the reactants Cl[C:2]1[NH:10][C:9]2[C:4](=[N:5][CH:6]=[CH:7][CH:8]=2)[C:3]=1[C:11]#[N:12].[CH3:13][O:14][CH2:15][C@@H:16]1[CH2:20][CH2:19][C@@H:18]([CH2:21][O:22][CH3:23])[NH:17]1, predict the reaction product. The product is: [CH3:13][O:14][CH2:15][C@@H:16]1[CH2:20][CH2:19][C@@H:18]([CH2:21][O:22][CH3:23])[N:17]1[C:2]1[NH:10][C:9]2[C:4](=[N:5][CH:6]=[CH:7][CH:8]=2)[C:3]=1[C:11]#[N:12].